Dataset: Reaction yield outcomes from USPTO patents with 853,638 reactions. Task: Predict the reaction yield, written as a fraction of the theoretical maximum amount of product (1.0 means a 100% yield; for example, 0.34 means a 34% yield). (1) The reactants are [Br:1][C:2]1[CH:3]=[C:4]([C:8]2([C:20]3[CH:25]=[CH:24][N:23]=[CH:22][C:21]=3[F:26])[C:12]3=[N:13][CH2:14][C:15]([F:18])([F:17])[CH2:16][N:11]3[C:10](=S)[NH:9]2)[CH:5]=[CH:6][CH:7]=1.[OH-].[NH4+:28].C(OO)(C)(C)C. The catalyst is CO. The product is [Br:1][C:2]1[CH:3]=[C:4]([C:8]2([C:20]3[CH:25]=[CH:24][N:23]=[CH:22][C:21]=3[F:26])[C:12]3=[N:13][CH2:14][C:15]([F:18])([F:17])[CH2:16][N:11]3[C:10]([NH2:28])=[N:9]2)[CH:5]=[CH:6][CH:7]=1. The yield is 0.930. (2) The reactants are C[N:2]([CH3:30])[CH2:3][CH2:4][N:5]1[CH2:10][CH2:9][C:8]2[NH:11][C:12]([CH:15]=[C:16]3[C:24]4[C:19](=[CH:20]C=C(NC=O)[CH:23]=4)[NH:18][C:17]3=[O:28])=[C:13]([CH3:14])[C:7]=2[C:6]1=[O:29].F[C:32]([F:37])(F)[C:33](O)=O.Cl[CH2:39]Cl. No catalyst specified. The product is [CH2:30]([NH:2][CH2:3][CH2:4][N:5]1[CH2:10][CH2:9][C:8]2[NH:11][C:12]([CH:15]=[C:16]3[C:24]4[C:19](=[CH:20][CH:33]=[C:32]([F:37])[CH:23]=4)[NH:18][C:17]3=[O:28])=[C:13]([CH3:14])[C:7]=2[C:6]1=[O:29])[CH3:39]. The yield is 0.980.